Dataset: Full USPTO retrosynthesis dataset with 1.9M reactions from patents (1976-2016). Task: Predict the reactants needed to synthesize the given product. (1) Given the product [Br-:11].[OH:14][CH2:13][CH2:12][N+:4]1[CH:5]=[CH:6][CH:7]=[C:2]([C:1]([O:9][CH3:10])=[O:8])[CH:3]=1, predict the reactants needed to synthesize it. The reactants are: [C:1]([O:9][CH3:10])(=[O:8])[C:2]1[CH:7]=[CH:6][CH:5]=[N:4][CH:3]=1.[Br:11][CH2:12][CH2:13][OH:14]. (2) Given the product [C:26]1([C:31]2[CH:36]=[CH:35][CH:34]=[CH:33][CH:32]=2)[CH:27]=[CH:28][C:23]([C:20]2([C:17]3[N:13]4[CH2:14][CH2:15][S:16][C:10]([CH2:9][O:8][Si:1]([C:4]([CH3:7])([CH3:6])[CH3:5])([CH3:3])[CH3:2])([CH3:30])[CH2:11][C:12]4=[N:19][N:18]=3)[CH2:22][CH2:21]2)=[CH:24][CH:25]=1, predict the reactants needed to synthesize it. The reactants are: [Si:1]([O:8][CH2:9][C:10]1([CH3:30])[S:16][CH2:15][CH2:14][N:13]2[C:17]([C:20]3([C:23]4[CH:28]=[CH:27][C:26](Cl)=[CH:25][CH:24]=4)[CH2:22][CH2:21]3)=[N:18][N:19]=[C:12]2[CH2:11]1)([C:4]([CH3:7])([CH3:6])[CH3:5])([CH3:3])[CH3:2].[C:31]1(B(O)O)[CH:36]=[CH:35][CH:34]=[CH:33][CH:32]=1.C1(P(C2CCCCC2)C2CCCCC2)CCCCC1.P([O-])([O-])([O-])=O.[K+].[K+].[K+].C(=O)([O-])O.[Na+]. (3) Given the product [CH3:5][C@@:27]1([OH:31])[CH2:28][CH2:29][CH2:30][C@H:26]1[CH2:21][CH2:22][CH2:23][CH:24]=[CH2:25], predict the reactants needed to synthesize it. The reactants are: C[Al](C)C.[C:5](C1C=C(C)C=C(C(C)(C)C)C=1O)(C)(C)C.[CH2:21]([C@@H:26]1[CH2:30][CH2:29][CH2:28][C:27]1=[O:31])[CH2:22][CH2:23][CH:24]=[CH2:25].[Li]C.CCOCC.Cl. (4) Given the product [OH:20][C:6]1[C:5]2[C:10](=[CH:11][C:2]([C:26]3[CH:27]=[CH:28][C:23]([C:21]#[N:22])=[CH:24][CH:25]=3)=[CH:3][CH:4]=2)[N:9]=[N:8][C:7]=1[CH2:12][CH2:13][N:14]1[CH2:18][CH2:17][CH2:16][C@H:15]1[CH3:19], predict the reactants needed to synthesize it. The reactants are: Br[C:2]1[CH:11]=[C:10]2[C:5]([C:6]([OH:20])=[C:7]([CH2:12][CH2:13][N:14]3[CH2:18][CH2:17][CH2:16][C@H:15]3[CH3:19])[N:8]=[N:9]2)=[CH:4][CH:3]=1.[C:21]([C:23]1[CH:28]=[CH:27][C:26](B(O)O)=[CH:25][CH:24]=1)#[N:22].C([O-])([O-])=O.[Na+].[Na+].